From a dataset of Catalyst prediction with 721,799 reactions and 888 catalyst types from USPTO. Predict which catalyst facilitates the given reaction. (1) Reactant: CC([Si](C1C=CC=CC=1)(C1C=CC=CC=1)[O:6][CH2:7][C@@H:8]1[CH2:14][C@@H:13]2[C@@H:11]([CH2:12]2)[CH2:10][N:9]1[C:15]([C:17]1[C:22]([O:23][CH2:24][CH2:25][CH3:26])=[CH:21][CH:20]=[C:19]([CH3:27])[N:18]=1)=[O:16])(C)C.N1C=CC=CC=1.F.O. Product: [CH3:27][C:19]1[N:18]=[C:17]([C:15]([N:9]2[C@H:8]([CH2:7][OH:6])[CH2:14][C@@H:13]3[C@@H:11]([CH2:12]3)[CH2:10]2)=[O:16])[C:22]([O:23][CH2:24][CH2:25][CH3:26])=[CH:21][CH:20]=1. The catalyst class is: 17. (2) Reactant: Br[CH2:2][CH2:3][CH2:4][CH2:5][O:6][C:7]1[CH:16]=[C:15]2[C:10]([CH2:11][CH2:12][C:13](=[O:17])[NH:14]2)=[CH:9][CH:8]=1.[I-].[Na+].C(=O)([O-])[O-].[Na+].[Na+].Cl.[Cl:27][C:28]1[C:33]([Cl:34])=[CH:32][CH:31]=[CH:30][C:29]=1[N:35]1[CH2:40][CH2:39][NH:38][CH2:37][CH2:36]1. Product: [Cl:27][C:28]1[C:33]([Cl:34])=[CH:32][CH:31]=[CH:30][C:29]=1[N:35]1[CH2:40][CH2:39][N:38]([CH2:2][CH2:3][CH2:4][CH2:5][O:6][C:7]2[CH:16]=[C:15]3[C:10]([CH2:11][CH2:12][C:13](=[O:17])[NH:14]3)=[CH:9][CH:8]=2)[CH2:37][CH2:36]1. The catalyst class is: 9.